From a dataset of Forward reaction prediction with 1.9M reactions from USPTO patents (1976-2016). Predict the product of the given reaction. (1) Given the reactants COC1C=CC(/C=[C:16]2/[C:17]([NH:19][C:20]([S:22]/2)=[NH:21])=[O:18])=CC=1OC1CCCC1.[CH3:23][C:24]([O:27][C:28](O[C:28]([O:27][C:24]([CH3:26])([CH3:25])[CH3:23])=[O:29])=[O:29])([CH3:26])[CH3:25], predict the reaction product. The product is: [C:24]([O:27][C:28](=[O:29])[NH:21][C:20]1[S:22][CH2:16][C:17](=[O:18])[N:19]=1)([CH3:26])([CH3:25])[CH3:23]. (2) Given the reactants [CH2:1]([NH2:8])[C:2]1[CH:7]=[CH:6][CH:5]=[CH:4][CH:3]=1.[OH:9][C:10]1[CH:15]=[C:14]([CH3:16])[O:13][C:12](=O)[CH:11]=1, predict the reaction product. The product is: [CH2:1]([N:8]1[C:14]([CH3:16])=[CH:15][C:10]([OH:9])=[CH:11][C:12]1=[O:13])[C:2]1[CH:7]=[CH:6][CH:5]=[CH:4][CH:3]=1. (3) Given the reactants C(OC([N:8]1[CH2:14][CH2:13][CH2:12][N:11]([CH2:15][C:16](=[O:48])[NH:17][CH:18]([B:35]2[O:43]C3C(C)(C4CC(C3)C4(C)C)[O:36]2)[CH2:19][C:20]2[CH:25]=[CH:24][CH:23]=[C:22]([C:26]([O:28]C(C)(C)C)=[O:27])[C:21]=2OC)[CH2:10][CH2:9]1)=O)(C)(C)C.B(Cl)(Cl)Cl, predict the reaction product. The product is: [N:11]1([CH2:15][C:16]([NH:17][CH:18]2[CH2:19][C:20]3[CH:25]=[CH:24][CH:23]=[C:22]([C:26]([OH:28])=[O:27])[C:21]=3[O:43][B:35]2[OH:36])=[O:48])[CH2:12][CH2:13][CH2:14][NH:8][CH2:9][CH2:10]1. (4) Given the reactants [OH:1][C:2]([C:5]([OH:8])([CH3:7])[CH3:6])([CH3:4])[CH3:3].[CH2:9]([CH:11]([CH2:40][CH2:41][CH2:42][CH3:43])[CH2:12][C:13]1([CH2:32][CH:33]([CH2:38][CH3:39])[CH2:34][CH2:35][CH2:36][CH3:37])[C:25]2[CH:24]=[C:23]([B:26](O)O)[CH:22]=[CH:21][C:20]=2[C:19]2[C:14]1=[CH:15][C:16]([B:29]([OH:31])[OH:30])=[CH:17][CH:18]=2)[CH3:10].[CH3:44]CCCCC.ClCCl.[C:53]1([CH3:59])[CH:58]=[CH:57]C=C[CH:54]=1, predict the reaction product. The product is: [CH3:3][C:2]1([CH3:4])[C:5]([CH3:7])([CH3:6])[O:8][B:26]([C:23]2[CH:22]=[CH:21][C:20]3[C:19]4[C:14](=[CH:15][C:16]([B:29]5[O:31][C:53]([CH3:59])([CH3:54])[C:58]([CH3:44])([CH3:57])[O:30]5)=[CH:17][CH:18]=4)[C:13]([CH2:32][CH:33]([CH2:38][CH3:39])[CH2:34][CH2:35][CH2:36][CH3:37])([CH2:12][CH:11]([CH2:9][CH3:10])[CH2:40][CH2:41][CH2:42][CH3:43])[C:25]=3[CH:24]=2)[O:1]1. (5) The product is: [CH:31]1([CH2:30][O:29][C:22]2[CH:23]=[C:24]([O:27][CH3:28])[CH:25]=[CH:26][C:21]=2[C:20]2[CH:19]=[CH:18][N:17]=[C:16]3[C:12]([C:10]([NH:9][C@H:6]4[CH2:7][CH2:8][C@H:3]([NH:2][C:38](=[O:39])[CH2:37][O:36][CH3:35])[CH2:4][CH2:5]4)=[O:11])=[C:13]([CH3:34])[NH:14][C:15]=23)[CH2:32][CH2:33]1. Given the reactants Cl.[NH2:2][C@H:3]1[CH2:8][CH2:7][C@H:6]([NH:9][C:10]([C:12]2[C:16]3=[N:17][CH:18]=[CH:19][C:20]([C:21]4[CH:26]=[CH:25][C:24]([O:27][CH3:28])=[CH:23][C:22]=4[O:29][CH2:30][CH:31]4[CH2:33][CH2:32]4)=[C:15]3[NH:14][C:13]=2[CH3:34])=[O:11])[CH2:5][CH2:4]1.[CH3:35][O:36][CH2:37][C:38](Cl)=[O:39], predict the reaction product.